This data is from Reaction yield outcomes from USPTO patents with 853,638 reactions. The task is: Predict the reaction yield, written as a fraction of the theoretical maximum amount of product (1.0 means a 100% yield; for example, 0.34 means a 34% yield). (1) The reactants are [CH2:1]([NH:13][CH2:14][CH2:15][CH2:16][CH2:17][CH2:18][CH2:19][CH2:20][CH2:21][CH2:22][CH2:23][CH2:24][CH3:25])[CH2:2][CH2:3][CH2:4][CH2:5][CH2:6][CH2:7][CH2:8][CH2:9][CH2:10][CH2:11][CH3:12].C(N(C(C)C)CC)(C)C.[C:35](Cl)(=[O:38])[CH:36]=[CH2:37]. The catalyst is C(Cl)Cl. The product is [CH2:14]([N:13]([CH2:1][CH2:2][CH2:3][CH2:4][CH2:5][CH2:6][CH2:7][CH2:8][CH2:9][CH2:10][CH2:11][CH3:12])[C:35](=[O:38])[CH:36]=[CH2:37])[CH2:15][CH2:16][CH2:17][CH2:18][CH2:19][CH2:20][CH2:21][CH2:22][CH2:23][CH2:24][CH3:25]. The yield is 1.00. (2) The reactants are [ClH:1].C(OCC)(=O)C.C(O[C:13]([N:15](C)[C@H:16]([C:21]([NH:23][CH3:24])=[O:22])[C:17](=[O:20])[O:18][CH3:19])=O)(C)(C)C. The catalyst is C(OCC)(=O)C. The product is [ClH:1].[CH3:24][NH:23][C:21](=[O:22])[C@H:16]([C:17](=[O:20])[O:18][CH3:19])[NH:15][CH3:13]. The yield is 0.840. (3) The reactants are Br[C:2]1[C:6]2[CH:7]=[C:8]([C:11]([O:13][CH3:14])=[O:12])[CH:9]=[CH:10][C:5]=2[O:4][CH:3]=1.[CH3:15][S:16][C:17]1[CH:22]=[CH:21][C:20](B(O)O)=[CH:19][CH:18]=1. No catalyst specified. The product is [CH3:15][S:16][C:17]1[CH:22]=[CH:21][C:20]([C:2]2[C:6]3[CH:7]=[C:8]([C:11]([O:13][CH3:14])=[O:12])[CH:9]=[CH:10][C:5]=3[O:4][CH:3]=2)=[CH:19][CH:18]=1. The yield is 0.920. (4) The reactants are [F:1][C:2]1[CH:7]=[CH:6][C:5]([C:8](=[O:38])[CH2:9][N:10]2[C:15](=[O:16])[C:14]([CH2:17][C:18]3[CH:23]=[CH:22][C:21]([C:24]4[C:25]([C:30]#[N:31])=[CH:26][CH:27]=[CH:28][CH:29]=4)=[CH:20][CH:19]=3)=[C:13]([CH2:32][CH2:33][CH3:34])[N:12]3[N:35]=[CH:36][N:37]=[C:11]23)=[CH:4][CH:3]=1.[BH4-].[Na+]. The catalyst is CO. The product is [F:1][C:2]1[CH:7]=[CH:6][C:5]([CH:8]([OH:38])[CH2:9][N:10]2[C:15](=[O:16])[C:14]([CH2:17][C:18]3[CH:23]=[CH:22][C:21]([C:24]4[C:25]([C:30]#[N:31])=[CH:26][CH:27]=[CH:28][CH:29]=4)=[CH:20][CH:19]=3)=[C:13]([CH2:32][CH2:33][CH3:34])[N:12]3[N:35]=[CH:36][N:37]=[C:11]23)=[CH:4][CH:3]=1. The yield is 1.00. (5) The reactants are [C:1]([O:5][C:6]([NH:8][CH2:9][C:10]1[N:11]([CH2:30][CH:31]([CH3:33])[CH3:32])[C:12](=[O:29])[C:13]2[C:18]([C:19]=1[C:20]1[CH:25]=[CH:24][CH:23]=[CH:22][CH:21]=1)=[CH:17][C:16]([C:26]([NH2:28])=O)=[CH:15][CH:14]=2)=[O:7])([CH3:4])([CH3:3])[CH3:2].COC1C=CC(P2(SP(C3C=CC(OC)=CC=3)(=S)S2)=[S:43])=CC=1. The catalyst is C1(C)C=CC=CC=1. The product is [NH2:28][C:26]([C:16]1[CH:17]=[C:18]2[C:13](=[CH:14][CH:15]=1)[C:12](=[O:29])[N:11]([CH2:30][CH:31]([CH3:33])[CH3:32])[C:10]([CH2:9][NH:8][C:6](=[O:7])[O:5][C:1]([CH3:4])([CH3:3])[CH3:2])=[C:19]2[C:20]1[CH:25]=[CH:24][CH:23]=[CH:22][CH:21]=1)=[S:43]. The yield is 0.869. (6) The reactants are [CH3:1][C:2]1[CH:7]=[C:6](OS(C(F)(F)F)(=O)=O)[CH:5]=[C:4]([CH3:16])[N:3]=1.[N+:17]([C:20]1[CH:25]=[CH:24][C:23]([N:26]2[CH2:31][CH2:30][NH:29][CH2:28][CH2:27]2)=[CH:22][CH:21]=1)([O-:19])=[O:18]. The catalyst is COCCOCCOC.C(Cl)(Cl)Cl. The product is [CH3:1][C:2]1[CH:7]=[C:6]([N:29]2[CH2:30][CH2:31][N:26]([C:23]3[CH:22]=[CH:21][C:20]([N+:17]([O-:19])=[O:18])=[CH:25][CH:24]=3)[CH2:27][CH2:28]2)[CH:5]=[C:4]([CH3:16])[N:3]=1. The yield is 0.490. (7) The reactants are C([O-])(O)=O.[Na+].[NH:6]1[C:14]2[C:9](=[CH:10][CH:11]=[CH:12][CH:13]=2)[CH2:8][CH2:7]1.[C:15](Cl)(=[O:17])[CH3:16]. The catalyst is C(Cl)Cl. The product is [N:6]1([C:15](=[O:17])[CH3:16])[C:14]2[C:9](=[CH:10][CH:11]=[CH:12][CH:13]=2)[CH2:8][CH2:7]1. The yield is 1.00.